From a dataset of Forward reaction prediction with 1.9M reactions from USPTO patents (1976-2016). Predict the product of the given reaction. (1) Given the reactants [OH:1][C:2]1[CH:9]=[CH:8][C:5]([C:6]#[N:7])=[CH:4][CH:3]=1.O[CH:11]1[CH2:16][CH2:15][N:14]([C:17]([O:19][C:20]([CH3:23])([CH3:22])[CH3:21])=[O:18])[CH2:13][CH2:12]1, predict the reaction product. The product is: [C:6]([C:5]1[CH:8]=[CH:9][C:2]([O:1][CH:11]2[CH2:16][CH2:15][N:14]([C:17]([O:19][C:20]([CH3:23])([CH3:22])[CH3:21])=[O:18])[CH2:13][CH2:12]2)=[CH:3][CH:4]=1)#[N:7]. (2) Given the reactants [N:1]1[CH:6]=[CH:5][CH:4]=[CH:3][C:2]=1[C:7]1[N:12]=[C:11]([CH3:13])[C:10]([C:14]([OH:16])=O)=[CH:9][N:8]=1.CN(C(ON1N=NC2C=CC=NC1=2)=[N+](C)C)C.F[P-](F)(F)(F)(F)F.CCN(C(C)C)C(C)C.[NH2:50][N:51]1[C:59]2[C:54](=[C:55]([F:60])[CH:56]=[CH:57][CH:58]=2)[CH:53]=[CH:52]1, predict the reaction product. The product is: [F:60][C:55]1[CH:56]=[CH:57][CH:58]=[C:59]2[C:54]=1[CH:53]=[CH:52][N:51]2[NH:50][C:14]([C:10]1[C:11]([CH3:13])=[N:12][C:7]([C:2]2[CH:3]=[CH:4][CH:5]=[CH:6][N:1]=2)=[N:8][CH:9]=1)=[O:16]. (3) Given the reactants [C:1]([C:5]1[N:9]([CH2:10][CH:11]2[CH2:16][CH2:15][O:14][CH2:13][CH2:12]2)[C:8]2[CH:17]=[CH:18][C:19]([N:21](CC)[C:22](=O)[CH3:23])=[CH:20][C:7]=2[N:6]=1)([CH3:4])([CH3:3])[CH3:2], predict the reaction product. The product is: [C:1]([C:5]1[N:9]([CH2:10][CH:11]2[CH2:16][CH2:15][O:14][CH2:13][CH2:12]2)[C:8]2[CH:17]=[CH:18][C:19]([NH:21][CH2:22][CH3:23])=[CH:20][C:7]=2[N:6]=1)([CH3:4])([CH3:2])[CH3:3].